This data is from Catalyst prediction with 721,799 reactions and 888 catalyst types from USPTO. The task is: Predict which catalyst facilitates the given reaction. (1) Reactant: [NH2:1][CH2:2][CH2:3][CH2:4][OH:5].Cl[C:7]1[N:8]=[N+:9]([O-:20])[C:10]2[CH:19]=[C:18]3[C:14]([CH2:15][CH2:16][CH2:17]3)=[CH:13][C:11]=2[N:12]=1. Product: [O-:20][N+:9]1[C:10]2[CH:19]=[C:18]3[C:14](=[CH:13][C:11]=2[N:12]=[C:7]([NH:1][CH2:2][CH2:3][CH2:4][OH:5])[N:8]=1)[CH2:15][CH2:16][CH2:17]3. The catalyst class is: 57. (2) Reactant: [OH:1][C@H:2]([CH3:6])[C:3]([NH2:5])=O.F[B-](F)(F)F.C([O+](CC)CC)C.N[C:20]1[C:21]([NH:29][C@H:30]2[CH2:35][CH2:34][C@H:33]([CH2:36][NH:37][C:38](=[O:44])[O:39][C:40]([CH3:43])([CH3:42])[CH3:41])[CH2:32][CH2:31]2)=[C:22]2[S:28][CH:27]=[CH:26][C:23]2=[N:24][CH:25]=1. Product: [OH:1][C@@H:2]([C:3]1[N:29]([C@H:30]2[CH2:31][CH2:32][C@H:33]([CH2:36][NH:37][C:38](=[O:44])[O:39][C:40]([CH3:42])([CH3:41])[CH3:43])[CH2:34][CH2:35]2)[C:21]2=[C:22]3[S:28][CH:27]=[CH:26][C:23]3=[N:24][CH:25]=[C:20]2[N:5]=1)[CH3:6]. The catalyst class is: 219. (3) Reactant: [C:1]([C:5]1[CH:6]=[C:7]([C:11]([NH2:13])=O)[N:8]([CH3:10])[N:9]=1)([CH3:4])([CH3:3])[CH3:2]. Product: [C:1]([C:5]1[CH:6]=[C:7]([C:11]#[N:13])[N:8]([CH3:10])[N:9]=1)([CH3:4])([CH3:2])[CH3:3]. The catalyst class is: 286. (4) Reactant: [NH2:1][C:2]1[CH:3]=[CH:4][C:5]([O:8][C:9](=[O:18])[N:10]([CH3:17])[C:11]2[CH:16]=[CH:15][CH:14]=[CH:13][CH:12]=2)=[N:6][CH:7]=1.[F:19][C:20]1[CH:28]=[CH:27][C:23]([C:24](Cl)=[O:25])=[CH:22][CH:21]=1.C(N(CC)CC)C.ClCCl. Product: [F:19][C:20]1[CH:28]=[CH:27][C:23]([C:24]([NH:1][C:2]2[CH:3]=[CH:4][C:5]([O:8][C:9](=[O:18])[N:10]([CH3:17])[C:11]3[CH:16]=[CH:15][CH:14]=[CH:13][CH:12]=3)=[N:6][CH:7]=2)=[O:25])=[CH:22][CH:21]=1. The catalyst class is: 10. (5) Reactant: [Cl:1][C:2]1[CH:3]=[C:4]([NH:8][C:9](=[O:31])[C:10]2[CH:15]=[CH:14][CH:13]=[N:12][C:11]=2[NH:16][CH:17]2[CH2:22][CH2:21][N:20](C(=O)NOC(C)(C)C)[CH2:19][CH2:18]2)[CH:5]=[CH:6][CH:7]=1.Cl. Product: [Cl:1][C:2]1[CH:3]=[C:4]([NH:8][C:9](=[O:31])[C:10]2[CH:15]=[CH:14][CH:13]=[N:12][C:11]=2[NH:16][CH:17]2[CH2:22][CH2:21][NH:20][CH2:19][CH2:18]2)[CH:5]=[CH:6][CH:7]=1. The catalyst class is: 8. (6) Reactant: [N+:1]([O-:4])(O)=[O:2].[O:5]1[C:13]2[C:8](=[N:9][CH:10]=[CH:11][CH:12]=2)[NH:7][C:6]1=[O:14]. Product: [N+:1]([C:11]1[CH:12]=[C:13]2[O:5][C:6](=[O:14])[NH:7][C:8]2=[N:9][CH:10]=1)([O-:4])=[O:2]. The catalyst class is: 65. (7) Reactant: [NH2:1][C:2]1[CH:3]=[CH:4][C:5]([C:8]([NH2:10])=[NH:9])=[N:6][CH:7]=1.C([O:13][C:14](=O)[CH2:15][C:16]([CH3:18])=O)C.C(=O)([O-])[O-].[Na+].[Na+]. Product: [NH2:1][C:2]1[CH:3]=[CH:4][C:5]([C:8]2[N:10]=[C:14]([OH:13])[CH:15]=[C:16]([CH3:18])[N:9]=2)=[N:6][CH:7]=1. The catalyst class is: 97. (8) Reactant: Cl.[C:2]([N:5]1[CH2:10][CH2:9][CH:8]([NH2:11])[CH2:7][CH2:6]1)(=[O:4])[CH3:3].[F:12][C:13]1[CH:18]=[CH:17][C:16]([N:19]=[C:20]=[O:21])=[CH:15][CH:14]=1.C(N(C(C)C)CC)(C)C. Product: [C:2]([N:5]1[CH2:10][CH2:9][CH:8]([NH:11][C:20]([NH:19][C:16]2[CH:17]=[CH:18][C:13]([F:12])=[CH:14][CH:15]=2)=[O:21])[CH2:7][CH2:6]1)(=[O:4])[CH3:3]. The catalyst class is: 4. (9) Reactant: [F:1][C:2]1[CH:7]=[CH:6][C:5]([SH:8])=[CH:4][CH:3]=1.[H-].[Na+].[CH2:11]1[C:19]2[C:14](=[CH:15][C:16]([N:20]=[C:21]([O:33][C:34]3[CH:39]=[CH:38][CH:37]=[CH:36][CH:35]=3)[CH:22]=[CH:23]S(C3C=CC=CC=3)(=O)=O)=[CH:17][CH:18]=2)[CH2:13][CH2:12]1.COC(C)(C)C. Product: [F:1][C:2]1[CH:7]=[CH:6][C:5]([S:8][CH:23]=[CH:22][C:21](=[N:20][C:16]2[CH:15]=[C:14]3[C:19](=[CH:18][CH:17]=2)[CH2:11][CH2:12][CH2:13]3)[O:33][C:34]2[CH:35]=[CH:36][CH:37]=[CH:38][CH:39]=2)=[CH:4][CH:3]=1. The catalyst class is: 3. (10) Reactant: Cl[C:2]([O:4][CH3:5])=[O:3].[Cl:6][C:7]1[CH:12]=[C:11]([F:13])[CH:10]=[CH:9][C:8]=1[OH:14].[OH-].[Na+]. Product: [C:2](=[O:3])([O:4][CH3:5])[O:14][C:8]1[CH:9]=[CH:10][C:11]([F:13])=[CH:12][C:7]=1[Cl:6]. The catalyst class is: 6.